Dataset: Catalyst prediction with 721,799 reactions and 888 catalyst types from USPTO. Task: Predict which catalyst facilitates the given reaction. Reactant: Cl.FC1C=C(C=CC=1)CN1C=C(C2C3C(=NC=C(C4C=CC(C5CCNCC5)=CC=4)C=3)N(S(C3C=CC(C)=CC=3)(=O)=O)C=2)C=N1.[F:46][C:47]1[CH:48]=[C:49]([CH:91]=[CH:92][CH:93]=1)[CH2:50][N:51]1[CH:55]=[C:54]([C:56]2[C:64]3[C:59](=[N:60][CH:61]=[C:62]([C:65]4[CH:70]=[CH:69][C:68]([N:71]5[CH2:76][CH2:75][N:74]([CH2:77][C:78]([NH2:80])=[O:79])[CH2:73][CH2:72]5)=[CH:67][CH:66]=4)[CH:63]=3)[N:58](S(C3C=CC(C)=CC=3)(=O)=O)[CH:57]=2)[CH:53]=[N:52]1.[OH-].[Li+]. Product: [F:46][C:47]1[CH:48]=[C:49]([CH:91]=[CH:92][CH:93]=1)[CH2:50][N:51]1[CH:55]=[C:54]([C:56]2[C:64]3[C:59](=[N:60][CH:61]=[C:62]([C:65]4[CH:66]=[CH:67][C:68]([N:71]5[CH2:76][CH2:75][N:74]([CH2:77][C:78]([NH2:80])=[O:79])[CH2:73][CH2:72]5)=[CH:69][CH:70]=4)[CH:63]=3)[NH:58][CH:57]=2)[CH:53]=[N:52]1. The catalyst class is: 87.